This data is from Reaction yield outcomes from USPTO patents with 853,638 reactions. The task is: Predict the reaction yield, written as a fraction of the theoretical maximum amount of product (1.0 means a 100% yield; for example, 0.34 means a 34% yield). (1) The reactants are [Br:1][C:2](=[CH2:17])[CH2:3][CH2:4][CH2:5][CH2:6][O:7][C:8](=[O:16])[C:9]1[CH:14]=[CH:13][C:12]([CH3:15])=[CH:11][CH:10]=1.C(Cl)Cl.[CH:21]([Br:24])(Br)[Br:22].[OH-].[K+]. The catalyst is [Br-].[Br-].C([N+](C)(C)CC[N+](CC1C=CC=CC=1)(C)C)C1C=CC=CC=1.O. The product is [Br:1][C:2]1([CH2:3][CH2:4][CH2:5][CH2:6][O:7][C:8](=[O:16])[C:9]2[CH:14]=[CH:13][C:12]([CH3:15])=[CH:11][CH:10]=2)[CH2:17][C:21]1([Br:24])[Br:22]. The yield is 0.610. (2) The reactants are [CH2:1]([S:8][C:9]1[N:18]=[CH:17][C:16]2[CH2:15][CH2:14][CH:13]([C:19](=O)[C:20]([C:22]3[CH:27]=[CH:26][CH:25]=[CH:24][CH:23]=3)=[O:21])[C:12](=O)[C:11]=2[N:10]=1)[C:2]1[CH:7]=[CH:6][CH:5]=[CH:4][CH:3]=1.[CH3:30][NH:31][NH2:32]. The catalyst is C(O)C. The product is [CH2:1]([S:8][C:9]1[N:18]=[CH:17][C:16]2[CH2:15][CH2:14][C:13]3[C:19]([C:20]([C:22]4[CH:27]=[CH:26][CH:25]=[CH:24][CH:23]=4)=[O:21])=[N:32][N:31]([CH3:30])[C:12]=3[C:11]=2[N:10]=1)[C:2]1[CH:7]=[CH:6][CH:5]=[CH:4][CH:3]=1. The yield is 0.700. (3) The reactants are [C:1](/[C:3](=[CH:11]/[C:12]1[CH:17]=[CH:16][C:15]([C:18]2[CH:23]=[CH:22][CH:21]=[CH:20][N:19]=2)=[CH:14][CH:13]=1)/[C:4]([O:6][C:7]([CH3:10])([CH3:9])[CH3:8])=[O:5])#[N:2]. The catalyst is CC(O)=O.[Zn]. The product is [C:1]([CH:3]([CH2:11][C:12]1[CH:13]=[CH:14][C:15]([C:18]2[CH:23]=[CH:22][CH:21]=[CH:20][N:19]=2)=[CH:16][CH:17]=1)[C:4]([O:6][C:7]([CH3:9])([CH3:8])[CH3:10])=[O:5])#[N:2]. The yield is 0.440. (4) The yield is 0.210. The reactants are C(O)(C(F)(F)F)=O.C(OC(N1CCC[C@H]1C1NC2C=C(C3C=C4C(=CC=3)C=C(C3C=CC(C5NC([C@@H]6CCCN6C(OCC6C=CC=CC=6)=O)=NC=5)=CC=3)C=C4)C=CC=2N=1)=O)(C)(C)C.C(OC([N:72]1[CH2:76][CH2:75][CH2:74][C@H:73]1[C:77]1[NH:81][C:80]2[CH:82]=[C:83]([C:86]3[CH:95]=[C:94]4[C:89]([CH:90]=[CH:91][C:92]([C:96]5[CH:101]=[CH:100][C:99]([C:102]6[NH:106][C:105]([C@@H:107]7[CH2:111][CH2:110][CH2:109][N:108]7[C:112]([O:114][CH2:115][C:116]7[CH:121]=[CH:120][CH:119]=[CH:118][CH:117]=7)=[O:113])=[N:104][CH:103]=6)=[CH:98][CH:97]=5)=[CH:93]4)=[CH:88][CH:87]=3)[CH:84]=[CH:85][C:79]=2[N:78]=1)=O)(C)(C)C.N1CCC[C@H]1C1NC2C=C(C3C=C4C(=CC=3)C=C(C3C=CC(C5NC([C@@H]6CCCN6C(OCC6C=CC=CC=6)=O)=NC=5)=CC=3)C=C4)C=CC=2N=1. The product is [NH:72]1[CH2:76][CH2:75][CH2:74][C@H:73]1[C:77]1[NH:81][C:80]2[CH:82]=[C:83]([C:86]3[CH:95]=[C:94]4[C:89]([CH:90]=[CH:91][C:92]([C:96]5[CH:97]=[CH:98][C:99]([C:102]6[NH:106][C:105]([C@@H:107]7[CH2:111][CH2:110][CH2:109][N:108]7[C:112]([O:114][CH2:115][C:116]7[CH:117]=[CH:118][CH:119]=[CH:120][CH:121]=7)=[O:113])=[N:104][CH:103]=6)=[CH:100][CH:101]=5)=[CH:93]4)=[CH:88][CH:87]=3)[CH:84]=[CH:85][C:79]=2[N:78]=1. The catalyst is C(Cl)Cl. (5) The reactants are [NH:1]1[C:11]2[C:6](=[CH:7][CH:8]=[CH:9][CH:10]=2)[C:4](=O)[C:2]1=[O:3].[CH:12]1([C:18]([NH:20][NH2:21])=[O:19])[CH2:17][CH2:16][CH2:15][CH2:14][CH2:13]1. No catalyst specified. The product is [CH2:2]([N:1]1[C:11]2[C:6](=[CH:7][CH:8]=[CH:9][CH:10]=2)/[C:4](=[N:21]/[NH:20][C:18]([CH:12]2[CH2:17][CH2:16][CH2:15][CH2:14][CH2:13]2)=[O:19])/[C:2]1=[O:3])[CH2:4][CH2:6][CH2:7][CH2:8][CH3:9]. The yield is 0.450. (6) The reactants are [Cl:1][C:2]1[CH:3]=[C:4]([CH:9]([NH:14][C:15]([NH:17][C:18]2[N:23]=[C:22]([CH2:24][OH:25])[C:21]3[C:26]([O:29][CH3:30])=[N:27][NH:28][C:20]=3[CH:19]=2)=[O:16])[C:10]([OH:13])([CH3:12])[CH3:11])[CH:5]=[CH:6][C:7]=1[Cl:8].C(O)(C(F)(F)F)=O. The catalyst is CO. The product is [Cl:1][C:2]1[CH:3]=[C:4]([C@H:9]([NH:14][C:15]([NH:17][C:18]2[N:23]=[C:22]([CH2:24][OH:25])[C:21]3[C:26]([O:29][CH3:30])=[N:27][NH:28][C:20]=3[CH:19]=2)=[O:16])[C:10]([OH:13])([CH3:11])[CH3:12])[CH:5]=[CH:6][C:7]=1[Cl:8]. The yield is 0.830.